This data is from Catalyst prediction with 721,799 reactions and 888 catalyst types from USPTO. The task is: Predict which catalyst facilitates the given reaction. Reactant: [OH:1]C1C=C(O)C=CC=1CC(O)=O.[CH2:13]1[CH2:18][CH2:17][CH:16]([N:19]=[C:20]=[N:21][CH:22]2[CH2:27][CH2:26][CH2:25][CH2:24][CH2:23]2)[CH2:15][CH2:14]1. Product: [CH:22]1([NH:21][C:20]([NH:19][CH:16]2[CH2:15][CH2:14][CH2:13][CH2:18][CH2:17]2)=[O:1])[CH2:27][CH2:26][CH2:25][CH2:24][CH2:23]1. The catalyst class is: 175.